From a dataset of Full USPTO retrosynthesis dataset with 1.9M reactions from patents (1976-2016). Predict the reactants needed to synthesize the given product. (1) Given the product [Cl:32][C:29]1[CH:28]=[CH:27][C:26]([N:11]2[C:12](=[O:25])[C:13]3[CH:18]=[N:17][N:16]([C:19]4[CH:24]=[CH:23][CH:22]=[CH:21][CH:20]=4)[C:14]=3[N:15]=[C:10]2[C:7]2[CH:6]=[CH:5][C:4]([C:1](=[O:3])[CH:2]=[CH:35][N:36]([CH3:38])[CH3:37])=[CH:9][CH:8]=2)=[CH:31][CH:30]=1, predict the reactants needed to synthesize it. The reactants are: [C:1]([C:4]1[CH:9]=[CH:8][C:7]([C:10]2[N:11]([C:26]3[CH:31]=[CH:30][C:29]([Cl:32])=[CH:28][CH:27]=3)[C:12](=[O:25])[C:13]3[CH:18]=[N:17][N:16]([C:19]4[CH:24]=[CH:23][CH:22]=[CH:21][CH:20]=4)[C:14]=3[N:15]=2)=[CH:6][CH:5]=1)(=[O:3])[CH3:2].CO[CH:35](OC)[N:36]([CH3:38])[CH3:37]. (2) Given the product [CH3:25][NH:26][CH2:13][CH:12]([C:8]1[CH:9]=[C:10]2[C:5](=[CH:6][CH:7]=1)[NH:4][C:3]([C:1]#[N:2])=[CH:11]2)[C:19]1[CH:24]=[CH:23][CH:22]=[CH:21][CH:20]=1, predict the reactants needed to synthesize it. The reactants are: [C:1]([C:3]1[NH:4][C:5]2[C:10]([CH:11]=1)=[CH:9][C:8]([CH:12]([C:19]1[CH:24]=[CH:23][CH:22]=[CH:21][CH:20]=1)[CH2:13]OS(C)(=O)=O)=[CH:7][CH:6]=2)#[N:2].[CH3:25][NH2:26]. (3) Given the product [C:1]([C:3]1[CH:12]=[CH:11][C:6]([C:7]([CH:8]=[O:13])=[O:10])=[CH:5][CH:4]=1)#[N:2], predict the reactants needed to synthesize it. The reactants are: [C:1]([C:3]1[CH:12]=[CH:11][C:6]([C:7](=[O:10])[CH2:8]Br)=[CH:5][CH:4]=1)#[N:2].[OH2:13]. (4) Given the product [CH:25]1([CH2:31][NH:32][C:20]([C:3]2[C:4](=[O:19])[NH:5][C:6]3[C:11]([C:2]=2[OH:1])=[N:10][CH:9]=[C:8]([CH2:12][C:13]2[CH:18]=[CH:17][CH:16]=[CH:15][CH:14]=2)[CH:7]=3)=[O:22])[CH2:30][CH2:29][CH2:28][CH2:27][CH2:26]1, predict the reactants needed to synthesize it. The reactants are: [OH:1][C:2]1[C:11]2[C:6](=[CH:7][C:8]([CH2:12][C:13]3[CH:18]=[CH:17][CH:16]=[CH:15][CH:14]=3)=[CH:9][N:10]=2)[NH:5][C:4](=[O:19])[C:3]=1[C:20]([O:22]CC)=O.[CH:25]1([CH2:31][NH2:32])[CH2:30][CH2:29][CH2:28][CH2:27][CH2:26]1. (5) The reactants are: [C:1]([C:4]1[S:8][C:7]([NH2:9])=[N:6][C:5]=1[CH3:10])(=[O:3])[CH3:2].N1C=CC=CC=1.[C:17](Cl)(=[O:19])[CH3:18]. Given the product [C:1]([C:4]1[S:8][C:7]([NH:9][C:17](=[O:19])[CH3:18])=[N:6][C:5]=1[CH3:10])(=[O:3])[CH3:2], predict the reactants needed to synthesize it. (6) Given the product [O:1]1[C:5]2[CH:6]=[CH:7][CH:8]=[CH:9][C:4]=2[CH:3]=[C:2]1[C:10]([NH:12][C:13]1[CH:18]=[CH:17][C:16]([C:19]2[CH:24]=[CH:23][C:22]([S:25]([N:28]([CH3:37])[C@@H:29]([C:33]([OH:35])=[O:34])[CH:30]([CH3:32])[CH3:31])(=[O:26])=[O:27])=[CH:21][CH:20]=2)=[CH:15][CH:14]=1)=[O:11], predict the reactants needed to synthesize it. The reactants are: [O:1]1[C:5]2[CH:6]=[CH:7][CH:8]=[CH:9][C:4]=2[CH:3]=[C:2]1[C:10]([NH:12][C:13]1[CH:18]=[CH:17][C:16]([C:19]2[CH:24]=[CH:23][C:22]([S:25]([N:28]([CH3:37])[C@@H:29]([C:33]([O:35]C)=[O:34])[CH:30]([CH3:32])[CH3:31])(=[O:27])=[O:26])=[CH:21][CH:20]=2)=[CH:15][CH:14]=1)=[O:11].[I-].[Li+]. (7) The reactants are: [C:1]([CH:5]1[CH2:10][CH2:9][CH:8]([O:11][C:12]2[C:13]([C:29]([F:32])([F:31])[F:30])=[C:14]3[C:19](=[CH:20][CH:21]=2)[N:18]=[C:17]([C@:22]2([CH3:28])[CH2:26][O:25]C(=O)[NH:23]2)[N:16]=[CH:15]3)[CH2:7][CH2:6]1)([CH3:4])([CH3:3])[CH3:2].C(O)C.[OH-].[Li+].O. Given the product [NH2:23][C@@:22]([C:17]1[N:16]=[CH:15][C:14]2[C:19](=[CH:20][CH:21]=[C:12]([O:11][C@H:8]3[CH2:7][CH2:6][C@H:5]([C:1]([CH3:4])([CH3:3])[CH3:2])[CH2:10][CH2:9]3)[C:13]=2[C:29]([F:32])([F:30])[F:31])[N:18]=1)([CH3:28])[CH2:26][OH:25], predict the reactants needed to synthesize it.